Dataset: HIV replication inhibition screening data with 41,000+ compounds from the AIDS Antiviral Screen. Task: Binary Classification. Given a drug SMILES string, predict its activity (active/inactive) in a high-throughput screening assay against a specified biological target. (1) The drug is CSC1=Nc2cc3c(cc2C(=O)N2CC(OC(C)=O)CC12)OCO3. The result is 0 (inactive). (2) The result is 0 (inactive). The drug is FC(F)(F)C(F)(F)C(=NNc1ccccc1)SSC(=NNc1ccccc1)C(F)(F)C(F)(F)F. (3) The drug is Cc1cc(S(=O)(=O)NC2=Nc3cccc4cccc(c34)N2)c(S)cc1Cl. The result is 0 (inactive). (4) The molecule is O=S(=O)(Nc1nnc2c3ccccc3cnn12)c1ccc(Cl)cc1S. The result is 1 (active). (5) The drug is S=c1c2cn[nH]c2nc2scc(-c3ccc(Cl)cc3)n12. The result is 0 (inactive). (6) The drug is CNc1ccc(C=C2C=Cc3ccccc32)cc1. The result is 0 (inactive). (7) The result is 0 (inactive). The drug is CN1C(=O)C(CC=O)(C(C)(C)C)c2ccccc21.